From a dataset of Reaction yield outcomes from USPTO patents with 853,638 reactions. Predict the reaction yield, written as a fraction of the theoretical maximum amount of product (1.0 means a 100% yield; for example, 0.34 means a 34% yield). (1) The product is [C:1]1([C:9]2[CH:14]=[CH:13][CH:12]=[CH:11][CH:10]=2)[CH:6]=[CH:5][CH:4]=[C:3]([C:31]2[N:32]=[C:33]([C:16]3[CH:17]=[C:18]([C:22]4[CH:27]=[CH:26][CH:25]=[CH:24][CH:23]=4)[CH:19]=[CH:20][CH:21]=3)[N:34]=[C:29]([Cl:28])[N:30]=2)[CH:2]=1. The reactants are [C:1]1([C:9]2[CH:14]=[CH:13][CH:12]=[CH:11][CH:10]=2)[CH:6]=[CH:5][CH:4]=[C:3]([Mg]Br)[CH:2]=1.Br[C:16]1[CH:17]=[C:18]([C:22]2[CH:27]=[CH:26][CH:25]=[CH:24][CH:23]=2)[CH:19]=[CH:20][CH:21]=1.[Cl:28][C:29]1[N:34]=[C:33](Cl)[N:32]=[C:31](Cl)[N:30]=1. The catalyst is C1COCC1. The yield is 0.650. (2) The reactants are C(O[C:6](=O)[NH:7][CH2:8][CH:9]([C:11]1[CH:16]=[CH:15][C:14]([F:17])=[CH:13][CH:12]=1)[OH:10])(C)(C)C.Cl[CH2:20]Cl. The catalyst is FC(F)(F)C(O)=O. The product is [F:17][C:14]1[CH:15]=[CH:16][C:11]([CH:9]2[O:10][CH2:20][CH2:6][NH:7][CH2:8]2)=[CH:12][CH:13]=1. The yield is 0.940. (3) The reactants are [F:1][CH:2]([CH:6](OC)OC)[C:3](=O)[CH3:4].S(O)(O)(=O)=O.[NH2:16][C:17]1[NH:18][CH:19]=[CH:20][N:21]=1.[NH2:16][C:17]1[NH:18][CH:19]=[CH:20][N:21]=1. The yield is 0.110. The product is [F:1][C:2]1[C:3]([CH3:4])=[N:16][C:17]2[N:18]([CH:19]=[CH:20][N:21]=2)[CH:6]=1. No catalyst specified. (4) The reactants are [C:1]1([CH2:7][C:8]([OH:10])=O)[CH:6]=[CH:5][CH:4]=[CH:3][CH:2]=1.[NH:11]1[C:15]2[CH:16]=[CH:17][CH:18]=[CH:19][C:14]=2[N:13]=[N:12]1.S(Cl)(Cl)=O. The catalyst is ClCCl. The product is [N:11]1([C:8](=[O:10])[CH2:7][C:1]2[CH:2]=[CH:3][CH:4]=[CH:5][CH:6]=2)[C:15]2[CH:16]=[CH:17][CH:18]=[CH:19][C:14]=2[N:13]=[N:12]1. The yield is 0.930. (5) The reactants are [OH:1][C:2]1[CH:11]=[CH:10][C:5]([C:6]([O:8][CH3:9])=[O:7])=[CH:4][CH:3]=1.[Cl-].[Mg+2].[Cl-].[CH2:15]=[O:16]. The catalyst is C(#N)C. The product is [CH:15]([C:11]1[CH:10]=[C:5]([CH:4]=[CH:3][C:2]=1[OH:1])[C:6]([O:8][CH3:9])=[O:7])=[O:16]. The yield is 0.580. (6) The reactants are [CH3:1][C:2]1[N:7]=[C:6]2[S:8][C:9]3[CH2:14][CH2:13][CH2:12][CH2:11][C:10]=3[C:5]2=[C:4]([C:15]2[CH:20]=[CH:19][C:18]([CH3:21])=[CH:17][CH:16]=2)[C:3]=1[CH2:22][C:23]([O:25][CH3:26])=[O:24].[Li+].C[Si]([N-][Si](C)(C)C)(C)C.C1COCC1.[F:42][C:43]([F:48])([F:47])[CH2:44][CH2:45]I. The catalyst is CN(C=O)C. The product is [CH3:1][C:2]1[N:7]=[C:6]2[S:8][C:9]3[CH2:14][CH2:13][CH2:12][CH2:11][C:10]=3[C:5]2=[C:4]([C:15]2[CH:16]=[CH:17][C:18]([CH3:21])=[CH:19][CH:20]=2)[C:3]=1[CH:22]([CH2:45][CH2:44][C:43]([F:48])([F:47])[F:42])[C:23]([O:25][CH3:26])=[O:24]. The yield is 0.250. (7) The reactants are C1C=CC(P(C2C=CC3C(=CC=CC=3)C=2C2C3C(=CC=CC=3)C=CC=2P(C2C=CC=CC=2)C2C=CC=CC=2)C2C=CC=CC=2)=CC=1.[CH3:47][N:48]1[CH2:53][CH2:52][N:51]([C:54]2[CH:55]=[CH:56][C:57]([O:61][C:62]([F:65])([F:64])[F:63])=[C:58]([NH2:60])[CH:59]=2)[CH2:50][CH2:49]1.[C:66]([O:70][C:71]([N:73]1[CH2:78][CH2:77][C:76]2[N:79]([CH2:89][C:90]([F:93])([F:92])[F:91])[C:80]([C:82]3[CH:87]=[CH:86][N:85]=[C:84](I)[N:83]=3)=[CH:81][C:75]=2[C:74]1=[O:94])=[O:72])([CH3:69])([CH3:68])[CH3:67].C(=O)([O-])[O-].[K+].[K+]. The catalyst is CN(C)C=O.C([O-])(=O)C.[Pd+2].C([O-])(=O)C. The product is [C:66]([O:70][C:71]([N:73]1[CH2:78][CH2:77][C:76]2[N:79]([CH2:89][C:90]([F:92])([F:91])[F:93])[C:80]([C:82]3[CH:87]=[CH:86][N:85]=[C:84]([NH:60][C:58]4[CH:59]=[C:54]([N:51]5[CH2:52][CH2:53][N:48]([CH3:47])[CH2:49][CH2:50]5)[CH:55]=[CH:56][C:57]=4[O:61][C:62]([F:65])([F:63])[F:64])[N:83]=3)=[CH:81][C:75]=2[C:74]1=[O:94])=[O:72])([CH3:69])([CH3:67])[CH3:68]. The yield is 0.250.